Dataset: Catalyst prediction with 721,799 reactions and 888 catalyst types from USPTO. Task: Predict which catalyst facilitates the given reaction. (1) The catalyst class is: 4. Product: [F:24][C:2]1([F:1])[CH2:3][CH2:4][CH:5]([C:8]([N:10]2[CH2:15][CH2:14][NH:13][CH2:12][C@@H:11]2[CH3:23])=[O:9])[CH2:6][CH2:7]1. Reactant: [F:1][C:2]1([F:24])[CH2:7][CH2:6][CH:5]([C:8]([N:10]2[CH2:15][CH2:14][N:13](C(OC(C)(C)C)=O)[CH2:12][C@H:11]2[CH3:23])=[O:9])[CH2:4][CH2:3]1.FC(F)(F)C(O)=O.C([O-])([O-])=O.[K+].[K+]. (2) Reactant: [Si]([O:8][C:9]1[C:13]2[CH:14]=[CH:15][C:16]([O:18][CH2:19][CH2:20][Cl:21])=[CH:17][C:12]=2[O:11][C:10]=1[C:22]1[CH:27]=[CH:26][C:25]([Cl:28])=[CH:24][CH:23]=1)(C(C)(C)C)(C)C. Product: [Cl:21][CH2:20][CH2:19][O:18][C:16]1[CH:15]=[CH:14][C:13]2[C:9](=[O:8])[CH:10]([C:22]3[CH:27]=[CH:26][C:25]([Cl:28])=[CH:24][CH:23]=3)[O:11][C:12]=2[CH:17]=1. The catalyst class is: 89. (3) Reactant: [CH3:1][N:2]1[C:6]([CH3:7])=[CH:5][C:4]([C:8]([CH:10]2[CH2:16][CH2:15][CH2:14][C:13]3[CH:17]=[C:18]([N:21]4[CH2:25][C@H:24]([CH2:26][NH:27][C:28](=[O:30])[CH3:29])[O:23][C:22]4=[O:31])[CH:19]=[CH:20][C:12]=3[C:11]2=O)=O)=[N:3]1.O.[NH2:34][NH2:35]. Product: [CH3:1][N:2]1[C:6]([CH3:7])=[CH:5][C:4]([C:8]2[C:10]3[CH2:16][CH2:15][CH2:14][C:13]4[CH:17]=[C:18]([N:21]5[CH2:25][C@H:24]([CH2:26][NH:27][C:28](=[O:30])[CH3:29])[O:23][C:22]5=[O:31])[CH:19]=[CH:20][C:12]=4[C:11]=3[NH:35][N:34]=2)=[N:3]1. The catalyst class is: 8. (4) Reactant: COC1C=CC(P2(SP(C3C=CC(OC)=CC=3)(=S)S2)=[S:10])=CC=1.[N+:23]([C:26]1[CH:34]=[CH:33][C:29]([C:30]([NH2:32])=O)=[CH:28][CH:27]=1)([O-:25])=[O:24].O. Product: [N+:23]([C:26]1[CH:34]=[CH:33][C:29]([C:30](=[S:10])[NH2:32])=[CH:28][CH:27]=1)([O-:25])=[O:24]. The catalyst class is: 12. (5) Reactant: [CH2:1]([CH:9]([CH2:12][CH2:13][CH2:14][CH2:15][CH2:16][CH2:17][CH2:18][CH2:19][CH2:20][CH3:21])[CH2:10]O)[CH2:2][CH2:3][CH2:4][CH2:5][CH2:6][CH2:7][CH3:8].C1(P(C2C=CC=CC=2)C2C=CC=CC=2)C=CC=CC=1.N1C=CN=C1.[I:46]I.[O-]S([O-])=O.[Na+].[Na+]. Product: [I:46][CH2:10][CH:9]([CH2:12][CH2:13][CH2:14][CH2:15][CH2:16][CH2:17][CH2:18][CH2:19][CH2:20][CH3:21])[CH2:1][CH2:2][CH2:3][CH2:4][CH2:5][CH2:6][CH2:7][CH3:8]. The catalyst class is: 4. (6) The catalyst class is: 1. Product: [F:21][C:2]([F:1])([F:20])[O:3][C:4]1[CH:5]=[CH:6][C:7]([C:10]2[CH:18]=[C:17]3[C:13]([C:14]([C:22](=[O:26])[C:23]([O:31][CH3:30])=[O:24])=[CH:15][N:16]3[CH3:19])=[CH:12][CH:11]=2)=[CH:8][CH:9]=1. Reactant: [F:1][C:2]([F:21])([F:20])[O:3][C:4]1[CH:9]=[CH:8][C:7]([C:10]2[CH:18]=[C:17]3[C:13]([CH:14]=[CH:15][N:16]3[CH3:19])=[CH:12][CH:11]=2)=[CH:6][CH:5]=1.[C:22](Cl)(=[O:26])[C:23](Cl)=[O:24].CO.[C:30](=O)(O)[O-:31].[Na+]. (7) Reactant: I[C:2]1[C:7]([CH3:8])=[CH:6][C:5]([NH:9][C:10]([CH2:12][CH2:13][N:14]2[CH2:19][CH2:18][CH:17]([O:20][C:21](=[O:35])[NH:22][C:23]3[CH:28]=[CH:27][CH:26]=[CH:25][C:24]=3[C:29]3[CH:34]=[CH:33][CH:32]=[CH:31][CH:30]=3)[CH2:16][CH2:15]2)=[O:11])=[C:4]([CH3:36])[CH:3]=1.CN(C)[CH:39]=[O:40].C1(P(C2C=CC=CC=2)CCCP(C2C=CC=CC=2)C2C=CC=CC=2)C=CC=CC=1.II.C[C:74](O)=[O:75]. Product: [CH3:74][O:75][C:39](=[O:40])[C:2]1[CH:3]=[C:4]([CH3:36])[C:5]([NH:9][C:10](=[O:11])[CH2:12][CH2:13][N:14]2[CH2:19][CH2:18][CH:17]([O:20][C:21](=[O:35])[NH:22][C:23]3[CH:28]=[CH:27][CH:26]=[CH:25][C:24]=3[C:29]3[CH:30]=[CH:31][CH:32]=[CH:33][CH:34]=3)[CH2:16][CH2:15]2)=[CH:6][C:7]=1[CH3:8]. The catalyst class is: 43.